This data is from Forward reaction prediction with 1.9M reactions from USPTO patents (1976-2016). The task is: Predict the product of the given reaction. (1) The product is: [C:1]([O:5][C:6](=[O:18])[NH:7][CH2:8][C:9]1[CH:14]=[C:13]([N:23]([CH2:22][CH2:21][N:20]([CH3:25])[CH3:19])[CH3:24])[CH:12]=[C:11]([Cl:16])[C:10]=1[F:17])([CH3:4])([CH3:3])[CH3:2]. Given the reactants [C:1]([O:5][C:6](=[O:18])[NH:7][CH2:8][C:9]1[CH:14]=[C:13](Br)[CH:12]=[C:11]([Cl:16])[C:10]=1[F:17])([CH3:4])([CH3:3])[CH3:2].[CH3:19][N:20]([CH3:25])[CH2:21][CH2:22][NH:23][CH3:24].CC(C)([O-])C.[Na+], predict the reaction product. (2) Given the reactants [Br:1][C:2]1[CH:7]=[CH:6][C:5]([CH2:8][C:9]#[N:10])=[C:4]([Cl:11])[CH:3]=1.[CH2:12]([O:14][C:15](=[O:24])[CH:16]=[CH:17][C:18]1[CH:19]=[N:20][CH:21]=[CH:22][CH:23]=1)[CH3:13], predict the reaction product. The product is: [Br:1][C:2]1[CH:7]=[CH:6][C:5]([CH:8]([C:9]#[N:10])[CH:17]([C:18]2[CH:19]=[N:20][CH:21]=[CH:22][CH:23]=2)[CH2:16][C:15]([O:14][CH2:12][CH3:13])=[O:24])=[C:4]([Cl:11])[CH:3]=1. (3) Given the reactants [C:1]1([C:7]2[O:11][N:10]=[C:9]([NH2:12])[CH:8]=2)[CH:6]=[CH:5][CH:4]=[CH:3][CH:2]=1.Br[C:14]1[C:15](=[O:22])[N:16]([CH3:21])[CH:17]=[C:18]([Br:20])[CH:19]=1.CC1(C)C2C(=C(P(C3C=CC=CC=3)C3C=CC=CC=3)C=CC=2)OC2C(P(C3C=CC=CC=3)C3C=CC=CC=3)=CC=CC1=2.C(=O)([O-])[O-].[Cs+].[Cs+], predict the reaction product. The product is: [Br:20][C:18]1[CH:19]=[C:14]([NH:12][C:9]2[CH:8]=[C:7]([C:1]3[CH:2]=[CH:3][CH:4]=[CH:5][CH:6]=3)[O:11][N:10]=2)[C:15](=[O:22])[N:16]([CH3:21])[CH:17]=1. (4) Given the reactants N1CCC(C(O)=O)CC1.C(O)=O.C=O.[ClH:15].[CH3:16][N:17]1[CH2:22][CH2:21][CH:20]([C:23]([OH:25])=[O:24])[CH2:19][CH2:18]1, predict the reaction product. The product is: [ClH:15].[CH3:16][N:17]1[CH2:22][CH2:21][CH:20]([C:23]([OH:25])=[O:24])[CH2:19][CH2:18]1. (5) Given the reactants [CH3:1][C:2]1[C:7]([CH2:8][O:9][C:10]2[CH:23]=[C:22]([CH:24]=[O:25])[C:13]3[C:14]([CH2:17][C:18]([O:20][CH3:21])=[O:19])=[CH:15][S:16][C:12]=3[CH:11]=2)=[CH:6][CH:5]=[C:4]([CH3:26])[N:3]=1.[BH4-].[Na+], predict the reaction product. The product is: [CH3:21][O:20][C:18](=[O:19])[CH2:17][C:14]1[C:13]2[C:22]([CH2:24][OH:25])=[CH:23][C:10]([O:9][CH2:8][C:7]3[C:2]([CH3:1])=[N:3][C:4]([CH3:26])=[CH:5][CH:6]=3)=[CH:11][C:12]=2[S:16][CH:15]=1. (6) Given the reactants [Cl:1][C:2]1[CH:9]=[CH:8][C:5]([C:6]#[N:7])=[CH:4][C:3]=1[CH3:10].[Br:11]N1C(=O)CCC1=O, predict the reaction product. The product is: [Br:11][CH2:10][C:3]1[CH:4]=[C:5]([CH:8]=[CH:9][C:2]=1[Cl:1])[C:6]#[N:7]. (7) Given the reactants [Br:1][C:2]1[CH:15]=[C:14]2[C:5]([O:6][CH2:7][CH2:8][N:9]3[C:13]2=[N:12][C:11]([C:16]([NH2:18])=[O:17])=[CH:10]3)=[CH:4][CH:3]=1.[CH3:19][N:20]([CH:22](OC)OC)[CH3:21], predict the reaction product. The product is: [Br:1][C:2]1[CH:15]=[C:14]2[C:5]([O:6][CH2:7][CH2:8][N:9]3[C:13]2=[N:12][C:11]([C:16](/[N:18]=[CH:19]/[N:20]([CH3:22])[CH3:21])=[O:17])=[CH:10]3)=[CH:4][CH:3]=1. (8) The product is: [CH3:1][O:2][C:3]1[CH:8]=[C:7]([CH3:9])[C:6]([S:10]([N:13]([CH2:15][C:16]2[O:20][CH:19]=[C:18]([C:21]([N:38]([CH3:37])[CH2:39][C:40]3[CH:41]=[CH:42][C:43]([CH2:46][N:47]4[CH2:51][CH2:50][CH2:49][CH2:48]4)=[CH:44][CH:45]=3)=[O:23])[CH:17]=2)[CH3:14])(=[O:12])=[O:11])=[C:5]([CH3:24])[CH:4]=1. Given the reactants [CH3:1][O:2][C:3]1[CH:8]=[C:7]([CH3:9])[C:6]([S:10]([N:13]([CH2:15][C:16]2[O:20][CH:19]=[C:18]([C:21]([OH:23])=O)[CH:17]=2)[CH3:14])(=[O:12])=[O:11])=[C:5]([CH3:24])[CH:4]=1.C1N=CN(C(N2C=NC=C2)=O)C=1.[CH3:37][NH:38][CH2:39][C:40]1[CH:45]=[CH:44][C:43]([CH2:46][N:47]2[CH2:51][CH2:50][CH2:49][CH2:48]2)=[CH:42][CH:41]=1.CCN(C(C)C)C(C)C, predict the reaction product. (9) Given the reactants [Br:1][C:2]1[CH:7]=[CH:6][C:5]([NH:8][C:9](=[O:14])[C:10]([CH3:13])([CH3:12])[CH3:11])=[C:4]([C:15]2[C:20]([F:21])=[CH:19][CH:18]=[CH:17][N:16]=2)[CH:3]=1.C(OC(C(F)(F)F)=O)(C(F)(F)F)=O.[N+:35]([O-])([OH:37])=[O:36].CO, predict the reaction product. The product is: [Br:1][C:2]1[CH:7]=[C:6]([N+:35]([O-:37])=[O:36])[C:5]([NH:8][C:9](=[O:14])[C:10]([CH3:13])([CH3:12])[CH3:11])=[C:4]([C:15]2[C:20]([F:21])=[CH:19][CH:18]=[CH:17][N:16]=2)[CH:3]=1.